From a dataset of Reaction yield outcomes from USPTO patents with 853,638 reactions. Predict the reaction yield, written as a fraction of the theoretical maximum amount of product (1.0 means a 100% yield; for example, 0.34 means a 34% yield). (1) The reactants are [CH3:1][C:2]1[N:7]=[CH:6][N:5]=[C:4]([NH:8][S:9]([C:12]2[CH:17]=[CH:16][C:15]([N+:18]([O-])=O)=[CH:14][CH:13]=2)(=[O:11])=[O:10])[CH:3]=1.O. The catalyst is CCO.Cl.[Fe]. The product is [NH2:18][C:15]1[CH:16]=[CH:17][C:12]([S:9]([NH:8][C:4]2[CH:3]=[C:2]([CH3:1])[N:7]=[CH:6][N:5]=2)(=[O:11])=[O:10])=[CH:13][CH:14]=1. The yield is 0.220. (2) The reactants are CS(O[CH2:6][CH2:7][N:8]1[CH:16]=[C:15]2[C:10]([CH2:11][CH2:12][C:13]3[C:19]4[C:20]([NH:24][C:25]5[CH:30]=[CH:29][C:28]([O:31][CH2:32][C:33]6[CH:38]=[CH:37][CH:36]=[CH:35][CH:34]=6)=[C:27]([Cl:39])[CH:26]=5)=[N:21][CH:22]=[N:23][C:18]=4[S:17][C:14]=32)=[N:9]1)(=O)=O.[NH:40]1[CH2:45][CH2:44][O:43][CH2:42][CH2:41]1.C(N(C(C)C)CC)(C)C. The catalyst is CC#N. The product is [CH2:32]([O:31][C:28]1[CH:29]=[CH:30][C:25]([NH:24][C:20]2[N:21]=[CH:22][N:23]=[C:18]3[S:17][C:14]4[C:15]5[C:10]([CH2:11][CH2:12][C:13]=4[C:19]=23)=[N:9][N:8]([CH2:7][CH2:6][N:40]2[CH2:45][CH2:44][O:43][CH2:42][CH2:41]2)[CH:16]=5)=[CH:26][C:27]=1[Cl:39])[C:33]1[CH:34]=[CH:35][CH:36]=[CH:37][CH:38]=1. The yield is 0.420. (3) The reactants are [NH2:1][C:2]1[CH:19]=[CH:18][C:5]2[CH2:6][CH2:7][N:8]([C:11]([O:13][C:14]([CH3:17])([CH3:16])[CH3:15])=[O:12])[CH2:9][CH2:10][C:4]=2[CH:3]=1.[C:20]1([S:26](Cl)(=[O:28])=[O:27])[CH:25]=[CH:24][CH:23]=[CH:22][CH:21]=1. No catalyst specified. The product is [C:14]([O:13][C:11]([N:8]1[CH2:9][CH2:10][C:4]2[CH:3]=[C:2]([NH:1][S:26]([C:20]3[CH:25]=[CH:24][CH:23]=[CH:22][CH:21]=3)(=[O:28])=[O:27])[CH:19]=[CH:18][C:5]=2[CH2:6][CH2:7]1)=[O:12])([CH3:16])([CH3:15])[CH3:17]. The yield is 0.720.